Dataset: Antibody developability classification from SAbDab with 2,409 antibodies. Task: Regression/Classification. Given an antibody's heavy chain and light chain sequences, predict its developability. TAP uses regression for 5 developability metrics; SAbDab uses binary classification. (1) The antibody is ['EVKLVESGGGLVKPGGSLKLSCTASGITFSRYIMSWVRQIPEKRLEWVASISSGGITYYPDSVKGRFTISRDNVRNILYLQMSSLRSEDTALYYCARGQGRPYWGQGTLVTVSS', 'DIVMTQAAFSNPVTLGTSASISCRSTKSLLHSNGITYLYWYLQKPGQSPQLLIYQMSNLASGVPDRFSSSGSGTDFTLRISRVEAEDVGVYYCAQNLELPPTFGGGTKLEIK']. Result: 0 (not developable). (2) The antibody is ['DVQLQESGPGLVKPSQSLSLTCTVTGYSITSTYDWHWIRHFPGNILEWMGYISYSGSTNYNPSLKSRISITHDTSKNRFFLKLNSVTSEDTATYYCARATASFYDGSYYFDYWGQGTTLTVSS', 'DIQMTQTTSSLSASLGDRVTISCRASQDISNYLNWYQQKPDGTVKLLIYYTSRLHSGVPSRFSGSGSGTDYSLTISSLEQEDVATYFCQQGNTLPFTFGSGTKLEIK']. Result: 0 (not developable). (3) The antibody is ['QVQLQQSGGELVKPGASVKLSCKTSGFTFSSSYISWLKQKPGQSLEWIAWIYAGTGGTEYNQKFTGKAQVTVDTSSSTAYMQFSSLTTEDSAIYYCARGGSSFAMDYWGQGTSVTVSS', 'QLVLTQSPASLAVSLGQRATISCRASESVDNYGISFMNWFQQKPGQPPKLLIHTASNQGSGVPARFSGSGSGTDFSLNIHPVEDDDTAMYFCQQSEEVPLTFGAGTKLEIK']. Result: 0 (not developable). (4) The antibody is ['3ze0', 'PROT_98C4C262']. Result: 0 (not developable). (5) The antibody is ['QVQLQESGPGLVKPSQTLSLTCTVSGGSISSGTYYWSWIRHHPGKGLEWIGYIYHSGSAYYNPSLESRVTMSVDTSKNQFSLKLSSVTAADTAIYYCARAENLLSPYLAEGFDPWGQGTLVTVSS', 'QSVLTQPPSASGTPGQRVTISCSGSTSNIGSNAVNWYQQLPGTAPKLLIYSNNQRPSGVPDRFSGSKSGTSASLAISGLQSEDEADYYCAAWDDSLSGSWVFGGGTKLTVL']. Result: 0 (not developable).